From a dataset of Full USPTO retrosynthesis dataset with 1.9M reactions from patents (1976-2016). Predict the reactants needed to synthesize the given product. (1) Given the product [CH2:11]([O:14][C:15]1[C:16]([CH3:24])=[CH:17][C:18]([C:19](=[NH:20])[NH:2][OH:3])=[CH:21][C:22]=1[CH3:23])[CH:12]=[CH2:13], predict the reactants needed to synthesize it. The reactants are: Cl.[NH2:2][OH:3].C(N(CC)CC)C.[CH2:11]([O:14][C:15]1[C:22]([CH3:23])=[CH:21][C:18]([C:19]#[N:20])=[CH:17][C:16]=1[CH3:24])[CH:12]=[CH2:13]. (2) The reactants are: [F:1][C:2]1[CH:7]=[CH:6][C:5](/[CH:8]=[CH:9]/[C:10]2[CH:15]=[C:14]([C:16]3[NH:20][C:19]([CH3:21])=[C:18]([C:22]#[N:23])[CH:17]=3)[CH:13]=[CH:12][N:11]=2)=[CH:4][CH:3]=1.C(=O)([O-])[O-:25].[K+].[K+]. Given the product [F:1][C:2]1[CH:7]=[CH:6][C:5](/[CH:8]=[CH:9]/[C:10]2[CH:15]=[C:14]([C:16]3[NH:20][C:19]([CH3:21])=[C:18]([C:22]([NH2:23])=[O:25])[CH:17]=3)[CH:13]=[CH:12][N:11]=2)=[CH:4][CH:3]=1, predict the reactants needed to synthesize it. (3) The reactants are: Br[CH2:2][C:3]1[CH:8]=[CH:7][CH:6]=[CH:5][CH:4]=1.C([O-])([O-])=O.[K+].[K+].[N+:15]([C:18]1[C:27]2[N:26]=[CH:25][CH:24]=[CH:23][C:22]=2[C:21]([OH:28])=[CH:20][CH:19]=1)([O-:17])=[O:16]. Given the product [CH2:2]([O:28][C:21]1[CH:20]=[CH:19][C:18]([N+:15]([O-:17])=[O:16])=[C:27]2[C:22]=1[CH:23]=[CH:24][CH:25]=[N:26]2)[C:3]1[CH:8]=[CH:7][CH:6]=[CH:5][CH:4]=1, predict the reactants needed to synthesize it.